This data is from Full USPTO retrosynthesis dataset with 1.9M reactions from patents (1976-2016). The task is: Predict the reactants needed to synthesize the given product. (1) Given the product [CH3:13][CH2:12][CH2:11][CH:10]([CH3:15])[CH3:9].[CH2:21]([O:20][CH:19]([O:23][CH2:24][CH3:25])[CH2:18][O:16][C:13]1[CH:14]=[CH:15][C:10]([CH2:9][CH2:8][OH:7])=[CH:11][CH:12]=1)[CH3:22], predict the reactants needed to synthesize it. The reactants are: C(=O)([O-])[O-].[Cs+].[Cs+].[OH:7][CH2:8][CH2:9][C:10]1[CH:15]=[CH:14][C:13]([OH:16])=[CH:12][CH:11]=1.Br[CH2:18][CH:19]([O:23][CH2:24][CH3:25])[O:20][CH2:21][CH3:22].O. (2) Given the product [Br:1][C:2]1[CH:3]=[CH:4][C:5]2[N:6]([C:8]([C:16]3[CH:17]=[CH:18][C:13]([Cl:12])=[CH:14][CH:15]=3)=[CH:9][N:10]=2)[CH:7]=1, predict the reactants needed to synthesize it. The reactants are: [Br:1][C:2]1[CH:3]=[CH:4][C:5]2[N:6]([C:8](I)=[CH:9][N:10]=2)[CH:7]=1.[Cl:12][C:13]1[CH:18]=[CH:17][C:16](B(O)O)=[CH:15][CH:14]=1.[O-]P([O-])([O-])=O.[K+].[K+].[K+]. (3) The reactants are: O=[C:2]1[CH2:5][N:4]([C:6]([O:8][CH2:9][C:10]2[CH:15]=[CH:14][CH:13]=[CH:12][CH:11]=2)=[O:7])[CH2:3]1.[C:16]1([C@H:26]([NH2:28])[CH3:27])[C:25]2[C:20](=[CH:21][CH:22]=[CH:23][CH:24]=2)[CH:19]=[CH:18][CH:17]=1.S([O-])([O-])(=O)=O.[Mg+2].C(O[BH-](OC(=O)C)OC(=O)C)(=O)C.[Na+].C(=O)(O)[O-].[Na+]. Given the product [C:16]1([C@H:26]([NH:28][CH:2]2[CH2:5][N:4]([C:6]([O:8][CH2:9][C:10]3[CH:15]=[CH:14][CH:13]=[CH:12][CH:11]=3)=[O:7])[CH2:3]2)[CH3:27])[C:25]2[C:20](=[CH:21][CH:22]=[CH:23][CH:24]=2)[CH:19]=[CH:18][CH:17]=1, predict the reactants needed to synthesize it. (4) Given the product [CH3:18][O:19][C:20]1[CH:21]=[CH:22][C:23]([CH2:24][N:25]2[C:29]([C:30]3[CH:35]=[CH:34][C:33]([C:2]4[C:10]5[C:5](=[CH:6][CH:7]=[CH:8][CH:9]=5)[NH:4][N:3]=4)=[CH:32][CH:31]=3)=[N:28][N:27]=[N:26]2)=[CH:45][CH:46]=1, predict the reactants needed to synthesize it. The reactants are: Br[C:2]1[C:10]2[C:5](=[CH:6][CH:7]=[CH:8][CH:9]=2)[N:4](C(OC(C)(C)C)=O)[N:3]=1.[CH3:18][O:19][C:20]1[CH:46]=[CH:45][C:23]([CH2:24][N:25]2[C:29]([C:30]3[CH:35]=[CH:34][C:33](B4OC(C)(C)C(C)(C)O4)=[CH:32][CH:31]=3)=[N:28][N:27]=[N:26]2)=[CH:22][CH:21]=1.C(=O)([O-])[O-].[Na+].[Na+].